Dataset: Forward reaction prediction with 1.9M reactions from USPTO patents (1976-2016). Task: Predict the product of the given reaction. (1) Given the reactants [NH2:1][C:2]1[CH:22]=[CH:21][C:5]2[O:6][CH2:7][CH2:8][N:9]([CH2:10][CH2:11][N:12]([CH3:20])[C:13](=[O:19])[O:14][C:15]([CH3:18])([CH3:17])[CH3:16])[C:4]=2[CH:3]=1.I.[S:24]1[CH:28]=[CH:27][CH:26]=[C:25]1[C:29](SC)=[NH:30], predict the reaction product. The product is: [CH3:20][N:12]([CH2:11][CH2:10][N:9]1[CH2:8][CH2:7][O:6][C:5]2[CH:21]=[CH:22][C:2]([NH:1][C:29]([C:25]3[S:24][CH:28]=[CH:27][CH:26]=3)=[NH:30])=[CH:3][C:4]1=2)[C:13](=[O:19])[O:14][C:15]([CH3:17])([CH3:18])[CH3:16]. (2) Given the reactants [CH3:1][C:2]1[O:6][N:5]=[C:4]([NH2:7])[CH:3]=1.[C:8](Cl)(=[O:19])[O:9][C:10]1[CH:15]=[CH:14][C:13]([N+:16]([O-:18])=[O:17])=[CH:12][CH:11]=1, predict the reaction product. The product is: [CH3:1][C:2]1[O:6][N:5]=[C:4]([NH:7][C:8](=[O:19])[O:9][C:10]2[CH:11]=[CH:12][C:13]([N+:16]([O-:18])=[O:17])=[CH:14][CH:15]=2)[CH:3]=1. (3) Given the reactants [C:1]1([CH3:17])[CH:6]=[CH:5][C:4]([N:7]2[C:11]([NH2:12])=[CH:10][C:9]([C:13]([F:16])([F:15])[F:14])=[N:8]2)=[CH:3][CH:2]=1.C([O-])([O-])=O.[K+].[K+].Cl[C:25]([O:27][C:28]1[CH:33]=[CH:32][CH:31]=[CH:30][CH:29]=1)=[O:26], predict the reaction product. The product is: [C:1]1([CH3:17])[CH:2]=[CH:3][C:4]([N:7]2[C:11]([NH:12][C:25](=[O:26])[O:27][C:28]3[CH:33]=[CH:32][CH:31]=[CH:30][CH:29]=3)=[CH:10][C:9]([C:13]([F:15])([F:16])[F:14])=[N:8]2)=[CH:5][CH:6]=1. (4) Given the reactants [CH3:1][C:2]([O:5][C:6]([N:8]([CH3:14])[CH2:9][CH2:10][C:11]([OH:13])=O)=[O:7])([CH3:4])[CH3:3].C(N1CCOCC1)C.C1C=C2N=NN(O)C2=CC=1.O.C(Cl)CCl.FC(F)(F)C(O)=O.[CH3:45][CH:46]([O:48][C:49]1[CH:56]=[CH:55][C:54]([C:57]2[O:61][N:60]=[C:59]([C:62]3[C:63]([CH3:72])=[C:64]4[C:69](=[CH:70][CH:71]=3)[CH2:68][NH:67][CH2:66][CH2:65]4)[N:58]=2)=[CH:53][C:50]=1[C:51]#[N:52])[CH3:47], predict the reaction product. The product is: [C:51]([C:50]1[CH:53]=[C:54]([C:57]2[O:61][N:60]=[C:59]([C:62]3[C:63]([CH3:72])=[C:64]4[C:69](=[CH:70][CH:71]=3)[CH2:68][N:67]([C:11](=[O:13])[CH2:10][CH2:9][N:8]([CH3:14])[C:6](=[O:7])[O:5][C:2]([CH3:1])([CH3:3])[CH3:4])[CH2:66][CH2:65]4)[N:58]=2)[CH:55]=[CH:56][C:49]=1[O:48][CH:46]([CH3:47])[CH3:45])#[N:52]. (5) Given the reactants [CH3:1][C:2]1([C:7]2[O:11][C:10]([CH2:12][N:13]3[N:17]=[C:16]([NH2:18])[CH:15]=[N:14]3)=[CH:9][CH:8]=2)[O:6]CCO1.[F:19][C:20]([F:36])([F:35])[C:21]1[CH:22]=[C:23]([C:27]2[O:31][CH:30]=[N:29][C:28]=2[C:32](O)=[O:33])[CH:24]=[CH:25][CH:26]=1, predict the reaction product. The product is: [C:2]([C:7]1[O:11][C:10]([CH2:12][N:13]2[N:17]=[C:16]([NH:18][C:32]([C:28]3[N:29]=[CH:30][O:31][C:27]=3[C:23]3[CH:24]=[CH:25][CH:26]=[C:21]([C:20]([F:36])([F:19])[F:35])[CH:22]=3)=[O:33])[CH:15]=[N:14]2)=[CH:9][CH:8]=1)(=[O:6])[CH3:1]. (6) Given the reactants [Cl:1][C:2]1[CH:22]=[CH:21][CH:20]=[CH:19][C:3]=1[CH2:4][N:5]1[C:13](=[O:14])[C:12]2[C:7](=[CH:8][CH:9]=[C:10]([C:15]([OH:17])=O)[CH:11]=2)[C:6]1=[O:18].[N:23]1([CH2:29][CH2:30][NH2:31])[CH2:28][CH2:27][CH2:26][CH2:25][CH2:24]1, predict the reaction product. The product is: [Cl-:1].[Cl:1][C:2]1[CH:22]=[CH:21][CH:20]=[CH:19][C:3]=1[CH2:4][N:5]1[C:13](=[O:14])[C:12]2[C:7](=[CH:8][CH:9]=[C:10]([C:15]([NH:31][CH2:30][CH2:29][NH+:23]3[CH2:28][CH2:27][CH2:26][CH2:25][CH2:24]3)=[O:17])[CH:11]=2)[C:6]1=[O:18]. (7) Given the reactants [F:1][C:2]1[CH:10]=[CH:9][CH:8]=[C:7]2[C:3]=1[C:4]([CH2:11][C:12]([NH2:14])=[O:13])=[CH:5][NH:6]2.C[O:16][C:17](=O)[C:18]([C:20]1[C:30]2=[C:31]3[C:26](=[CH:27][CH:28]=[CH:29]2)[CH2:25][CH2:24][CH:23]([CH3:32])[N:22]3[CH:21]=1)=O, predict the reaction product. The product is: [CH3:32][CH:23]1[CH2:24][CH2:25][C:26]2[C:31]3=[C:30]([C:20]([C:18]4[C:17](=[O:16])[NH:14][C:12](=[O:13])[C:11]=4[C:4]4[C:3]5[C:7](=[CH:8][CH:9]=[CH:10][C:2]=5[F:1])[NH:6][CH:5]=4)=[CH:21][N:22]13)[CH:29]=[CH:28][CH:27]=2.